This data is from Full USPTO retrosynthesis dataset with 1.9M reactions from patents (1976-2016). The task is: Predict the reactants needed to synthesize the given product. (1) Given the product [CH2:1]([O:3][C:4](=[O:18])[CH:5]([O:15][CH2:16][CH3:17])[CH2:6][C:7]1[CH:12]=[CH:11][C:10]([O:13][CH:24]([C:26]2[S:30][C:29]([C:31]3[CH:32]=[CH:33][C:34]([C:37]([F:40])([F:39])[F:38])=[CH:35][CH:36]=3)=[N:28][C:27]=2[CH3:41])[C:19]2[CH:23]=[CH:22][CH:21]=[CH:20][CH:42]=2)=[CH:9][C:8]=1[CH3:14])[CH3:2], predict the reactants needed to synthesize it. The reactants are: [CH2:1]([O:3][C:4](=[O:18])[CH:5]([O:15][CH2:16][CH3:17])[CH2:6][C:7]1[CH:12]=[CH:11][C:10]([OH:13])=[CH:9][C:8]=1[CH3:14])[CH3:2].[CH:19]1([CH:24]([C:26]2[S:30][C:29]([C:31]3[CH:36]=[CH:35][C:34]([C:37]([F:40])([F:39])[F:38])=[CH:33][CH:32]=3)=[N:28][C:27]=2[CH3:41])O)[CH2:23][CH2:22][CH2:21][CH2:20]1.[CH2:42](P(CCCC)CCCC)CCC.CN(C)C(N=NC(N(C)C)=O)=O. (2) Given the product [CH2:48]([O:50][C:51]([C:53]1[N:54]([CH2:44][CH:43]([NH:42][C:41]([O:40][C:36]([CH3:39])([CH3:38])[CH3:37])=[O:47])[CH3:46])[N:55]=[C:56]([CH2:58][O:59][C:60]2[CH:65]=[CH:64][CH:63]=[CH:62][CH:61]=2)[CH:57]=1)=[O:52])[CH3:49], predict the reactants needed to synthesize it. The reactants are: N(C(OC(C)(C)C)=O)=NC(OC(C)(C)C)=O.C1(P(C2C=CC=CC=2)C2C=CC=CC=2)C=CC=CC=1.[C:36]([O:40][C:41](=[O:47])[NH:42][CH:43]([CH3:46])[CH2:44]O)([CH3:39])([CH3:38])[CH3:37].[CH2:48]([O:50][C:51]([C:53]1[NH:54][N:55]=[C:56]([CH2:58][O:59][C:60]2[CH:65]=[CH:64][CH:63]=[CH:62][CH:61]=2)[CH:57]=1)=[O:52])[CH3:49]. (3) Given the product [Cl:13][C:10]1[CH:11]=[CH:12][C:7]([C:18]2([OH:23])[CH2:19][CH:20]3[N:15]([CH3:14])[CH:16]([CH2:22][CH2:21]3)[CH2:17]2)=[CH:8][CH:9]=1, predict the reactants needed to synthesize it. The reactants are: C([Li])CCC.Br[C:7]1[CH:12]=[CH:11][C:10]([Cl:13])=[CH:9][CH:8]=1.[CH3:14][N:15]1[CH:20]2[CH2:21][CH2:22][CH:16]1[CH2:17][C:18](=[O:23])[CH2:19]2. (4) Given the product [OH:5][C@H:3]([CH3:4])[CH2:2][NH:1][CH2:8][CH2:7][C:6]([O:10][CH2:11][CH3:12])=[O:9], predict the reactants needed to synthesize it. The reactants are: [NH2:1][CH2:2][C@H:3]([OH:5])[CH3:4].[C:6]([O:10][CH2:11][CH3:12])(=[O:9])[CH:7]=[CH2:8]. (5) Given the product [CH:1]1([C:4]2[N:8]=[C:7]([C:9]3[C:10]4[CH2:18][CH2:17][C:16]([F:20])([F:19])[CH2:15][C:11]=4[S:12][C:13]=3[NH:14][C:30]([C:21]3[CH2:26][CH2:25][CH2:24][CH2:23][C:22]=3[C:27]([OH:29])=[O:28])=[O:31])[S:6][N:5]=2)[CH2:3][CH2:2]1, predict the reactants needed to synthesize it. The reactants are: [CH:1]1([C:4]2[N:8]=[C:7]([C:9]3[C:10]4[CH2:18][CH2:17][C:16]([F:20])([F:19])[CH2:15][C:11]=4[S:12][C:13]=3[NH2:14])[S:6][N:5]=2)[CH2:3][CH2:2]1.[C:21]12[C:30](=[O:31])[O:29][C:27](=[O:28])[C:22]=1[CH2:23][CH2:24][CH2:25][CH2:26]2. (6) Given the product [CH:2]([NH:4][NH:5][C:6]([O:8][C:9]([CH3:11])([CH3:10])[CH3:12])=[O:7])([CH3:3])[CH3:1], predict the reactants needed to synthesize it. The reactants are: [CH3:1][C:2](=[N:4][NH:5][C:6]([O:8][C:9]([CH3:12])([CH3:11])[CH3:10])=[O:7])[CH3:3].[H][H]. (7) Given the product [N:14]1([CH:11]2[CH2:10][CH2:9][C:8]3[CH:20]=[C:4]([NH2:1])[CH:5]=[CH:6][C:7]=3[CH2:13][CH2:12]2)[CH2:19][CH2:18][O:17][CH2:16][CH2:15]1, predict the reactants needed to synthesize it. The reactants are: [N+:1]([C:4]1[CH:5]=[CH:6][C:7]2[CH2:13][CH2:12][CH:11]([N:14]3[CH2:19][CH2:18][O:17][CH2:16][CH2:15]3)[CH2:10][CH2:9][C:8]=2[CH:20]=1)([O-])=O.CO. (8) The reactants are: C(OC([N:8]([CH3:33])[C:9]1[CH:32]=[CH:31][C:12]2[N:13]=[C:14]([C:16]3[CH:17]=[CH:18][C:19](CNC(=O)OC(C)(C)C)=[N:20][CH:21]=3)[S:15][C:11]=2[CH:10]=1)=O)(C)(C)C.[CH3:34][NH:35]C1N=CC(C2SC3C=C(N)C=CC=3N=2)=CC=1. Given the product [CH3:33][NH:8][C:9]1[CH:32]=[CH:31][C:12]2[N:13]=[C:14]([C:16]3[CH:21]=[N:20][C:19]([NH:35][CH3:34])=[CH:18][CH:17]=3)[S:15][C:11]=2[CH:10]=1, predict the reactants needed to synthesize it. (9) Given the product [F:10][C:11]1[CH:16]=[CH:15][C:14]2[N:17]=[C:8]([C:5]3[CH:6]=[N:7][C:2]([F:1])=[CH:3][CH:4]=3)[NH:18][C:13]=2[CH:12]=1, predict the reactants needed to synthesize it. The reactants are: [F:1][C:2]1[N:7]=[CH:6][C:5]([CH:8]=O)=[CH:4][CH:3]=1.[F:10][C:11]1[CH:12]=[C:13]([NH2:18])[C:14]([NH2:17])=[CH:15][CH:16]=1.S([O-])(O[O-])(=O)=O.[K+].[K+]. (10) Given the product [CH2:18]([O:25][C:26]1[CH:31]=[CH:30][C:29]([C:32]2[CH:36]=[C:35]([CH2:37][N:14]3[CH:13]=[C:12]4[N:17]=[C:9]([C:3]5[CH:4]=[CH:5][CH:6]=[C:7]([F:8])[C:2]=5[F:1])[N:10]=[C:11]4[CH:16]=[N:15]3)[O:34][N:33]=2)=[CH:28][CH:27]=1)[C:19]1[CH:20]=[CH:21][CH:22]=[CH:23][CH:24]=1, predict the reactants needed to synthesize it. The reactants are: [F:1][C:2]1[C:7]([F:8])=[CH:6][CH:5]=[CH:4][C:3]=1[C:9]1[N:17]=[C:12]2[CH:13]=[N:14][NH:15][CH:16]=[C:11]2[N:10]=1.[CH2:18]([O:25][C:26]1[CH:31]=[CH:30][C:29]([C:32]2[CH:36]=[C:35]([CH2:37]Cl)[O:34][N:33]=2)=[CH:28][CH:27]=1)[C:19]1[CH:24]=[CH:23][CH:22]=[CH:21][CH:20]=1.